Dataset: hERG Central: cardiac toxicity at 1µM, 10µM, and general inhibition. Task: Predict hERG channel inhibition at various concentrations. The drug is CCN(CC)S(=O)(=O)c1cc(NC(=O)Cn2cnc3ccccc3c2=O)ccc1C. Results: hERG_inhib (hERG inhibition (general)): blocker.